Dataset: Forward reaction prediction with 1.9M reactions from USPTO patents (1976-2016). Task: Predict the product of the given reaction. (1) The product is: [F:18][C:19]1[C:20]([C:44]2[CH:45]=[CH:46][C:47]([N:50]3[N:54]=[CH:53][CH:52]=[N:51]3)=[CH:48][CH:49]=2)=[CH:21][C:22](=[O:43])[N:23]([CH2:25][CH2:26][C@@:27]([CH3:42])([S:38]([CH3:41])(=[O:40])=[O:39])[C:28]([NH:30][OH:31])=[O:29])[CH:24]=1. Given the reactants C1(C)C=CC(S([O-])(=O)=O)=CC=1.[NH+]1C=CC=CC=1.[F:18][C:19]1[C:20]([C:44]2[CH:49]=[CH:48][C:47]([N:50]3[N:54]=[CH:53][CH:52]=[N:51]3)=[CH:46][CH:45]=2)=[CH:21][C:22](=[O:43])[N:23]([CH2:25][CH2:26][C@@:27]([CH3:42])([S:38]([CH3:41])(=[O:40])=[O:39])[C:28]([NH:30][O:31]C2CCCCO2)=[O:29])[CH:24]=1, predict the reaction product. (2) Given the reactants C([O:5][C:6](=[O:38])[CH2:7][O:8][C:9]1[C:14]2[CH2:15][CH2:16][CH2:17][CH2:18][CH:19]([NH:20][S:21]([C:24]3[CH:29]=[CH:28][C:27]([C:30]4[CH:35]=[CH:34][CH:33]=[C:32]([S:36][CH3:37])[CH:31]=4)=[CH:26][CH:25]=3)(=[O:23])=[O:22])[C:13]=2[CH:12]=[CH:11][CH:10]=1)(C)(C)C.[OH-].[Na+], predict the reaction product. The product is: [CH3:37][S:36][C:32]1[CH:31]=[C:30]([C:27]2[CH:28]=[CH:29][C:24]([S:21]([NH:20][CH:19]3[C:13]4[CH:12]=[CH:11][CH:10]=[C:9]([O:8][CH2:7][C:6]([OH:38])=[O:5])[C:14]=4[CH2:15][CH2:16][CH2:17][CH2:18]3)(=[O:23])=[O:22])=[CH:25][CH:26]=2)[CH:35]=[CH:34][CH:33]=1. (3) Given the reactants Cl[C:2]1[S:3][C:4]2[CH:10]=[C:9]([Cl:11])[CH:8]=[CH:7][C:5]=2[N:6]=1.[NH:12]1[CH2:16][CH2:15][C@H:14]([OH:17])[CH2:13]1.C(=O)([O-])[O-].[K+].[K+], predict the reaction product. The product is: [Cl:11][C:9]1[CH:8]=[CH:7][C:5]2[N:6]=[C:2]([N:12]3[CH2:16][CH2:15][C@H:14]([OH:17])[CH2:13]3)[S:3][C:4]=2[CH:10]=1.